From a dataset of NCI-60 drug combinations with 297,098 pairs across 59 cell lines. Regression. Given two drug SMILES strings and cell line genomic features, predict the synergy score measuring deviation from expected non-interaction effect. (1) Drug 1: CC(C1=C(C=CC(=C1Cl)F)Cl)OC2=C(N=CC(=C2)C3=CN(N=C3)C4CCNCC4)N. Synergy scores: CSS=-4.66, Synergy_ZIP=-2.17, Synergy_Bliss=-9.28, Synergy_Loewe=-8.91, Synergy_HSA=-9.31. Cell line: EKVX. Drug 2: CCC1(C2=C(COC1=O)C(=O)N3CC4=CC5=C(C=CC(=C5CN(C)C)O)N=C4C3=C2)O.Cl. (2) Drug 1: CCC1(CC2CC(C3=C(CCN(C2)C1)C4=CC=CC=C4N3)(C5=C(C=C6C(=C5)C78CCN9C7C(C=CC9)(C(C(C8N6C)(C(=O)OC)O)OC(=O)C)CC)OC)C(=O)OC)O.OS(=O)(=O)O. Drug 2: C1CN(CCN1C(=O)CCBr)C(=O)CCBr. Cell line: KM12. Synergy scores: CSS=13.8, Synergy_ZIP=-1.43, Synergy_Bliss=2.37, Synergy_Loewe=3.52, Synergy_HSA=2.43. (3) Drug 1: CC1C(C(CC(O1)OC2CC(CC3=C2C(=C4C(=C3O)C(=O)C5=C(C4=O)C(=CC=C5)OC)O)(C(=O)C)O)N)O.Cl. Drug 2: CC1CCC2CC(C(=CC=CC=CC(CC(C(=O)C(C(C(=CC(C(=O)CC(OC(=O)C3CCCCN3C(=O)C(=O)C1(O2)O)C(C)CC4CCC(C(C4)OC)O)C)C)O)OC)C)C)C)OC. Cell line: MALME-3M. Synergy scores: CSS=38.2, Synergy_ZIP=-1.77, Synergy_Bliss=-0.351, Synergy_Loewe=2.18, Synergy_HSA=3.14. (4) Drug 1: CN(CC1=CN=C2C(=N1)C(=NC(=N2)N)N)C3=CC=C(C=C3)C(=O)NC(CCC(=O)O)C(=O)O. Drug 2: CC1=C(C(CCC1)(C)C)C=CC(=CC=CC(=CC(=O)O)C)C. Cell line: NCI-H226. Synergy scores: CSS=4.61, Synergy_ZIP=-6.54, Synergy_Bliss=-2.22, Synergy_Loewe=-6.41, Synergy_HSA=-1.90. (5) Drug 1: C1C(C(OC1N2C=NC3=C2NC=NCC3O)CO)O. Drug 2: CC1C(C(CC(O1)OC2CC(CC3=C2C(=C4C(=C3O)C(=O)C5=CC=CC=C5C4=O)O)(C(=O)C)O)N)O. Cell line: HL-60(TB). Synergy scores: CSS=44.5, Synergy_ZIP=4.46, Synergy_Bliss=3.97, Synergy_Loewe=-27.9, Synergy_HSA=4.47. (6) Drug 1: C1=NNC2=C1C(=O)NC=N2. Drug 2: CC12CCC3C(C1CCC2OP(=O)(O)O)CCC4=C3C=CC(=C4)OC(=O)N(CCCl)CCCl.[Na+]. Cell line: BT-549. Synergy scores: CSS=16.8, Synergy_ZIP=-0.787, Synergy_Bliss=2.43, Synergy_Loewe=-0.136, Synergy_HSA=1.47.